From a dataset of Full USPTO retrosynthesis dataset with 1.9M reactions from patents (1976-2016). Predict the reactants needed to synthesize the given product. (1) Given the product [Cl:2][C:3]1[CH:8]=[C:7]([O:9][CH3:10])[CH:6]=[CH:5][C:4]=1[O:11][CH2:14][CH2:13][C:12]([O:16][CH2:17][CH3:18])=[O:15], predict the reactants needed to synthesize it. The reactants are: [Na].[Cl:2][C:3]1[CH:8]=[C:7]([O:9][CH3:10])[CH:6]=[CH:5][C:4]=1[OH:11].[C:12]([O:16][CH2:17][CH3:18])(=[O:15])[CH:13]=[CH2:14]. (2) Given the product [Cl:7][C:8]1[C:13]2[CH:14]=[CH:15][N:16]([CH3:17])[C:12]=2[C:11]([C:18]([N:9]2[CH2:2][CH2:1][CH2:12][CH2:13][CH2:8]2)=[O:20])=[CH:10][N:9]=1, predict the reactants needed to synthesize it. The reactants are: [C:1](Cl)(=O)[C:2](Cl)=O.[Cl:7][C:8]1[C:13]2[CH:14]=[CH:15][N:16]([CH3:17])[C:12]=2[C:11]([C:18]([OH:20])=O)=[CH:10][N:9]=1. (3) The reactants are: [NH2:1][C@@H:2]([C:10](=[O:25])[NH:11][C:12]1[CH:17]=[CH:16][C:15]([N:18]2[CH2:23][CH2:22][O:21][CH2:20][C:19]2=[O:24])=[CH:14][CH:13]=1)[CH2:3][P:4](=[O:9])([O:7][CH3:8])[O:5][CH3:6].[Cl:26][C:27]1[CH:32]=[CH:31][C:30]([N:33]=[C:34]=[O:35])=[CH:29][CH:28]=1. Given the product [Cl:26][C:27]1[CH:32]=[CH:31][C:30]([NH:33][C:34](=[O:35])[NH:1][C@H:2]([CH2:3][P:4]([O:5][CH3:6])([O:7][CH3:8])=[O:9])[C:10]([NH:11][C:12]2[CH:13]=[CH:14][C:15]([N:18]3[CH2:23][CH2:22][O:21][CH2:20][C:19]3=[O:24])=[CH:16][CH:17]=2)=[O:25])=[CH:29][CH:28]=1, predict the reactants needed to synthesize it. (4) Given the product [CH:1]1([CH:4]([CH:6]2[CH2:7][CH2:8][N:9]([C:20]([O:19][CH2:12][C:13]3[CH:18]=[CH:17][CH:16]=[CH:15][CH:14]=3)=[O:21])[CH2:10][CH2:11]2)[CH3:5])[CH2:2][CH2:3]1, predict the reactants needed to synthesize it. The reactants are: [CH:1]1([CH:4]([CH:6]2[CH2:11][CH2:10][NH:9][CH2:8][CH2:7]2)[CH3:5])[CH2:3][CH2:2]1.[CH2:12]([O:19][C:20](ON1C(=O)CCC1=O)=[O:21])[C:13]1[CH:18]=[CH:17][CH:16]=[CH:15][CH:14]=1.Cl. (5) Given the product [CH3:20][O:21][C:22](=[O:38])[C:23]([C:32]1[CH:33]=[CH:34][CH:35]=[CH:36][CH:37]=1)=[CH:24][C:25]1[CH:30]=[CH:29][C:28]([O:31][CH2:52][CH2:51][C:41]2[N:42]=[C:43]([C:45]3[CH:50]=[CH:49][CH:48]=[CH:47][CH:46]=3)[O:44][C:40]=2[CH3:39])=[CH:27][CH:26]=1, predict the reactants needed to synthesize it. The reactants are: C1(P(C2C=CC=CC=2)C2C=CC=CC=2)C=CC=CC=1.[CH3:20][O:21][C:22](=[O:38])[C:23]([C:32]1[CH:37]=[CH:36][CH:35]=[CH:34][CH:33]=1)=[CH:24][C:25]1[CH:30]=[CH:29][C:28]([OH:31])=[CH:27][CH:26]=1.[CH3:39][C:40]1[O:44][C:43]([C:45]2[CH:50]=[CH:49][CH:48]=[CH:47][CH:46]=2)=[N:42][C:41]=1[CH2:51][CH2:52]O.CCOC(/N=N/C(OCC)=O)=O. (6) Given the product [C:9]1([C:8]([C:2]2[CH:3]=[CH:4][CH:5]=[CH:6][CH:7]=2)=[N:15][CH2:16][C:17]2([C:30]3[CH:35]=[CH:34][CH:33]=[C:32]([C:36]4[CH:37]=[N:38][N:39]([CH3:41])[CH:40]=4)[CH:31]=3)[CH2:22][CH2:21][NH:20][CH2:19][CH2:18]2)[CH:14]=[CH:13][CH:12]=[CH:11][CH:10]=1, predict the reactants needed to synthesize it. The reactants are: Cl.[C:2]1([C:8](=[N:15][CH2:16][C:17]2([C:30]3[CH:35]=[CH:34][CH:33]=[C:32]([C:36]4[CH:37]=[N:38][N:39]([CH3:41])[CH:40]=4)[CH:31]=3)[CH2:22][CH2:21][N:20](C(OC(C)(C)C)=O)[CH2:19][CH2:18]2)[C:9]2[CH:14]=[CH:13][CH:12]=[CH:11][CH:10]=2)[CH:7]=[CH:6][CH:5]=[CH:4][CH:3]=1. (7) Given the product [CH2:11]([C@@H:18]([CH2:22][CH:23]=[CH2:24])[C:19]([NH:1][C@H:2]([C:5]1[CH:10]=[CH:9][CH:8]=[CH:7][CH:6]=1)[CH2:3][OH:4])=[O:20])[C:12]1[CH:17]=[CH:16][CH:15]=[CH:14][CH:13]=1, predict the reactants needed to synthesize it. The reactants are: [NH2:1][C@H:2]([C:5]1[CH:10]=[CH:9][CH:8]=[CH:7][CH:6]=1)[CH2:3][OH:4].[CH2:11]([C@@H:18]([CH2:22][CH:23]=[CH2:24])[C:19](O)=[O:20])[C:12]1[CH:17]=[CH:16][CH:15]=[CH:14][CH:13]=1. (8) Given the product [NH2:8][C:5]1[CH:4]=[C:3]([C:11]([F:14])([F:12])[F:13])[C:2]([I:1])=[CH:7][CH:6]=1, predict the reactants needed to synthesize it. The reactants are: [I:1][C:2]1[CH:7]=[CH:6][C:5]([N+:8]([O-])=O)=[CH:4][C:3]=1[C:11]([F:14])([F:13])[F:12]. (9) Given the product [OH:17][NH:16][C:11]([C:10]1[C:5]2[CH:4]=[C:3]([C:2]([F:14])([F:1])[F:15])[NH:13][C:6]=2[N:7]=[CH:8][CH:9]=1)=[NH:12], predict the reactants needed to synthesize it. The reactants are: [F:1][C:2]([F:15])([F:14])[C:3]1[NH:13][C:6]2[N:7]=[CH:8][CH:9]=[C:10]([C:11]#[N:12])[C:5]=2[CH:4]=1.[NH2:16][OH:17]. (10) Given the product [CH:66]1([CH2:65][NH:64][C:2]2[CH:11]=[C:10]3[C:5]([C:6]([N:13]4[CH2:17][CH2:16][CH2:15][CH2:14]4)=[N:7][C:8]([CH3:12])=[N:9]3)=[CH:4][CH:3]=2)[CH2:68][CH2:67]1, predict the reactants needed to synthesize it. The reactants are: Br[C:2]1[CH:11]=[C:10]2[C:5]([C:6]([N:13]3[CH2:17][CH2:16][CH2:15][CH2:14]3)=[N:7][C:8]([CH3:12])=[N:9]2)=[CH:4][CH:3]=1.C1C=CC(P(C2C(C3C(P(C4C=CC=CC=4)C4C=CC=CC=4)=CC=C4C=3C=CC=C4)=C3C(C=CC=C3)=CC=2)C2C=CC=CC=2)=CC=1.[NH2:64][CH2:65][CH:66]1[CH2:68][CH2:67]1.